From a dataset of Full USPTO retrosynthesis dataset with 1.9M reactions from patents (1976-2016). Predict the reactants needed to synthesize the given product. (1) The reactants are: [NH2:1][CH2:2][C:3]1[CH:4]=[CH:5][C:6]([Cl:25])=[C:7]([C:9]2[NH:10][C:11](=[O:24])[N:12]([C:14]3[CH:15]=[N:16][C:17]([C:20]([F:23])([F:22])[F:21])=[CH:18][CH:19]=3)[N:13]=2)[CH:8]=1.[C:26](Cl)(=[O:31])[C:27]([CH3:30])([CH3:29])[CH3:28].CCN(C(C)C)C(C)C. Given the product [Cl:25][C:6]1[CH:5]=[CH:4][C:3]([CH2:2][NH:1][C:26](=[O:31])[C:27]([CH3:30])([CH3:29])[CH3:28])=[CH:8][C:7]=1[C:9]1[NH:10][C:11](=[O:24])[N:12]([C:14]2[CH:15]=[N:16][C:17]([C:20]([F:21])([F:23])[F:22])=[CH:18][CH:19]=2)[N:13]=1, predict the reactants needed to synthesize it. (2) Given the product [Br:1][C:2]1[CH:7]=[CH:6][C:5]([O:8][C:21]2[CH:22]=[CH:23][C:18]([F:17])=[CH:19][CH:20]=2)=[CH:4][C:3]=1[Cl:9], predict the reactants needed to synthesize it. The reactants are: [Br:1][C:2]1[CH:7]=[CH:6][C:5]([OH:8])=[CH:4][C:3]=1[Cl:9].C(N(CC)CC)C.[F:17][C:18]1[CH:23]=[CH:22][C:21](B(O)O)=[CH:20][CH:19]=1.